Dataset: Peptide-MHC class II binding affinity with 134,281 pairs from IEDB. Task: Regression. Given a peptide amino acid sequence and an MHC pseudo amino acid sequence, predict their binding affinity value. This is MHC class II binding data. (1) The peptide sequence is LITPAEKVVYKLLRF. The MHC is DRB1_0301 with pseudo-sequence DRB1_0301. The binding affinity (normalized) is 0.275. (2) The peptide sequence is IEKVDAAFKVAATAANAAPA. The MHC is HLA-DQA10401-DQB10402 with pseudo-sequence HLA-DQA10401-DQB10402. The binding affinity (normalized) is 0.534. (3) The binding affinity (normalized) is 0. The MHC is DRB3_0301 with pseudo-sequence DRB3_0301. The peptide sequence is YDNDNPYRTWHYCGS. (4) The peptide sequence is IGPEAAEAAAAAPAA. The MHC is DRB1_0301 with pseudo-sequence DRB1_0301. The binding affinity (normalized) is 0.0264.